From a dataset of Catalyst prediction with 721,799 reactions and 888 catalyst types from USPTO. Predict which catalyst facilitates the given reaction. (1) Reactant: [F:1][C:2]1[CH:3]=[CH:4][C:5]([O:31][CH3:32])=[C:6]([C:8]([CH3:30])([CH3:29])[CH2:9][C:10]([OH:28])([C:24]([F:27])([F:26])[F:25])[CH2:11][C:12]2[NH:13][C:14]3[CH:15]=[CH:16][CH:17]=[C:18]([C:21]([NH2:23])=O)[C:19]=3[CH:20]=2)[CH:7]=1.N1C(Cl)=NC(Cl)=NC=1Cl.C(=O)(O)[O-].[Na+]. Product: [F:1][C:2]1[CH:3]=[CH:4][C:5]([O:31][CH3:32])=[C:6]([C:8]([CH3:29])([CH3:30])[CH2:9][C:10]([OH:28])([C:24]([F:26])([F:27])[F:25])[CH2:11][C:12]2[NH:13][C:14]3[CH:15]=[CH:16][CH:17]=[C:18]([C:21]#[N:23])[C:19]=3[CH:20]=2)[CH:7]=1. The catalyst class is: 3. (2) Reactant: Cl.[NH2:2][OH:3].C[O-].[Na+].[OH:7][C@H:8]([CH3:31])[C@H:9]([NH:14][C:15]([C:17]1[CH:22]=[CH:21][C:20]([C:23]([C:25]2[CH:30]=[CH:29][CH:28]=[CH:27][CH:26]=2)=[O:24])=[CH:19][CH:18]=1)=[O:16])[C:10](OC)=[O:11].Cl. Product: [C:23]([C:20]1[CH:21]=[CH:22][C:17]([C:15]([NH:14][C@H:9]([C:10]([NH:2][OH:3])=[O:11])[C@H:8]([OH:7])[CH3:31])=[O:16])=[CH:18][CH:19]=1)(=[O:24])[C:25]1[CH:30]=[CH:29][CH:28]=[CH:27][CH:26]=1. The catalyst class is: 5. (3) Reactant: [CH3:1][C:2]([CH3:7])([CH3:6])[C:3]([NH2:5])=[O:4].C(Cl)(=O)[C:9](Cl)=[O:10].[NH2:14][C:15]1[N:20]=[CH:19][C:18]([O:21][C:22]2[CH:27]=[CH:26][N:25]=[C:24]([NH:28][C:29](=[O:35])[O:30][C:31]([CH3:34])([CH3:33])[CH3:32])[CH:23]=2)=[CH:17][CH:16]=1.N1C=CC=CC=1. Product: [C:3]([NH:5][C:9](=[O:10])[NH:14][C:15]1[N:20]=[CH:19][C:18]([O:21][C:22]2[CH:27]=[CH:26][N:25]=[C:24]([NH:28][C:29](=[O:35])[O:30][C:31]([CH3:32])([CH3:34])[CH3:33])[CH:23]=2)=[CH:17][CH:16]=1)(=[O:4])[C:2]([CH3:7])([CH3:6])[CH3:1]. The catalyst class is: 26. (4) Reactant: [C:1]([C:3]1[CH:4]=[C:5]([CH:9]=[CH:10][CH:11]=1)[C:6]([OH:8])=[O:7])#[N:2].[CH3:12][Si](C=[N+]=[N-])(C)C.C(O)(=O)C. Product: [CH3:12][O:7][C:6](=[O:8])[C:5]1[CH:9]=[CH:10][CH:11]=[C:3]([C:1]#[N:2])[CH:4]=1. The catalyst class is: 61. (5) Reactant: [BH4-].[Na+].[C:3]([C:7]1[CH:8]=[C:9]([C:17]2[CH:25]=[CH:24][CH:23]=[C:22]3[C:18]=2[CH2:19][CH:20]([CH2:27][C:28]2([CH3:34])[CH2:33][CH2:32][CH2:31][CH2:30][CH2:29]2)[C:21]3=[O:26])[CH:10]=[C:11]([C:13]([CH3:16])([CH3:15])[CH3:14])[CH:12]=1)([CH3:6])([CH3:5])[CH3:4].C1COCC1. Product: [C:13]([C:11]1[CH:10]=[C:9]([C:17]2[CH:25]=[CH:24][CH:23]=[C:22]3[C:18]=2[CH2:19][CH:20]([CH2:27][C:28]2([CH3:34])[CH2:33][CH2:32][CH2:31][CH2:30][CH2:29]2)[CH:21]3[OH:26])[CH:8]=[C:7]([C:3]([CH3:6])([CH3:5])[CH3:4])[CH:12]=1)([CH3:14])([CH3:15])[CH3:16]. The catalyst class is: 8. (6) Reactant: [CH3:1][O:2][C:3]1[CH:4]=[C:5]2[C:10](=[CH:11][CH:12]=1)[CH:9]=[C:8]([C@H:13]([CH3:17])[C:14]([OH:16])=[O:15])[CH:7]=[CH:6]2.[OH:18][CH2:19][C:20]([N+:25]([O-:27])=[O:26])([CH2:23]O)[CH2:21][OH:22].Cl.CN(C)CCCN=C=NCC.N(C(C)C)(C(C)C)CC. Product: [CH3:1][O:2][C:3]1[CH:4]=[C:5]2[C:10](=[CH:11][CH:12]=1)[CH:9]=[C:8]([C@H:13]([CH3:17])[C:14]([O:16][CH2:23][C:20]([CH2:21][OH:22])([N+:25]([O-:27])=[O:26])[CH2:19][OH:18])=[O:15])[CH:7]=[CH:6]2. The catalyst class is: 21.